This data is from Forward reaction prediction with 1.9M reactions from USPTO patents (1976-2016). The task is: Predict the product of the given reaction. Given the reactants [NH2:1][C:2]1[N:7]([CH3:8])[C:6](=[O:9])[C:5]([CH3:11])([CH3:10])[C@:4]([C:13]2[CH:18]=[C:17]([NH2:19])[CH:16]=[CH:15][C:14]=2[F:20])([CH3:12])[N:3]=1.[CH3:21][C:22]1[NH:26][C:25]([CH:27]=O)=[CH:24][N:23]=1.[B][B][B][B][B][B][B][B][B][B], predict the reaction product. The product is: [NH2:1][C:2]1[N:7]([CH3:8])[C:6](=[O:9])[C:5]([CH3:10])([CH3:11])[C@:4]([C:13]2[CH:18]=[C:17]([NH:19][CH2:27][C:25]3[NH:26][C:22]([CH3:21])=[N:23][CH:24]=3)[CH:16]=[CH:15][C:14]=2[F:20])([CH3:12])[N:3]=1.